Dataset: Forward reaction prediction with 1.9M reactions from USPTO patents (1976-2016). Task: Predict the product of the given reaction. Given the reactants [C:1]([O:4][C@@H:5]1[C@@H:10]([O:11][C:12](=[O:14])[CH3:13])[C@H:9]([O:15][C:16](=[O:18])[CH3:17])[C@@H:8]([CH2:19][O:20][C:21](=[O:23])[CH3:22])[O:7][C@H:6]1[O:24][C:25]1[C:29]([CH2:30][C:31]2[CH:36]=[CH:35][C:34]([O:37][CH2:38][C:39]([C:42](O)=[O:43])([CH3:41])[CH3:40])=[CH:33][CH:32]=2)=[C:28]([CH:45]([CH3:47])[CH3:46])[NH:27][N:26]=1)(=[O:3])[CH3:2].Cl.[NH2:49][C@H:50]([C:52]([NH2:54])=[O:53])[CH3:51].ON1C2C=CC=CC=2N=N1.Cl.C(N=C=NCCCN(C)C)C, predict the reaction product. The product is: [C:1]([O:4][C@@H:5]1[C@@H:10]([O:11][C:12](=[O:14])[CH3:13])[C@H:9]([O:15][C:16](=[O:18])[CH3:17])[C@@H:8]([CH2:19][O:20][C:21](=[O:23])[CH3:22])[O:7][C@H:6]1[O:24][C:25]1[C:29]([CH2:30][C:31]2[CH:36]=[CH:35][C:34]([O:37][CH2:38][C:39]([C:42](=[O:43])[NH:49][C@H:50]([C:52](=[O:53])[NH2:54])[CH3:51])([CH3:41])[CH3:40])=[CH:33][CH:32]=2)=[C:28]([CH:45]([CH3:47])[CH3:46])[NH:27][N:26]=1)(=[O:3])[CH3:2].